The task is: Predict the product of the given reaction.. This data is from Forward reaction prediction with 1.9M reactions from USPTO patents (1976-2016). (1) The product is: [F:1][C:2]1[CH:3]=[CH:4][C:5]([O:14][CH3:15])=[C:6]([N:8]2[CH2:9][CH2:10][N:11]([CH2:18][CH2:17][C:16]#[N:19])[CH2:12][CH2:13]2)[CH:7]=1. Given the reactants [F:1][C:2]1[CH:3]=[CH:4][C:5]([O:14][CH3:15])=[C:6]([N:8]2[CH2:13][CH2:12][NH:11][CH2:10][CH2:9]2)[CH:7]=1.[C:16](#[N:19])[CH:17]=[CH2:18], predict the reaction product. (2) Given the reactants [Cl:1][C:2]1[CH:7]=[C:6]([Cl:8])[N:5]=[C:4]([S:9]([CH3:12])(=O)=O)[N:3]=1.[F:13][C:14]([F:27])([F:26])[CH2:15][C:16]([NH:18][C:19]1[CH:24]=[CH:23]C(S)=[CH:21][CH:20]=1)=[O:17].C(N(CC)CC)C, predict the reaction product. The product is: [Cl:1][C:2]1[CH:7]=[C:6]([Cl:8])[N:5]=[C:4]([S:9][C:12]2[CH:21]=[CH:20][C:19]([NH:18][C:16](=[O:17])[CH2:15][C:14]([F:27])([F:13])[F:26])=[CH:24][CH:23]=2)[N:3]=1. (3) Given the reactants [Cl:1][C:2]1[CH:3]=[C:4]([S:8]([NH:11][C:12]2[CH:20]=[CH:19][C:15]([C:16]([OH:18])=[O:17])=[C:14]([OH:21])[CH:13]=2)(=[O:10])=[O:9])[S:5][C:6]=1[Cl:7].[C:22]1(O)[CH:27]=[CH:26][CH:25]=[CH:24][CH:23]=1, predict the reaction product. The product is: [Cl:1][C:2]1[CH:3]=[C:4]([S:8]([NH:11][C:12]2[CH:20]=[CH:19][C:15]([C:16]([O:18][C:22]3[CH:27]=[CH:26][CH:25]=[CH:24][CH:23]=3)=[O:17])=[C:14]([OH:21])[CH:13]=2)(=[O:9])=[O:10])[S:5][C:6]=1[Cl:7]. (4) Given the reactants [CH2:1]([N:8]1[C:12](=[O:13])[CH2:11][CH2:10][C@@H:9]1[C:14]([NH:16][CH:17]([CH2:23][C:24]1[CH:29]=[CH:28][CH:27]=[CH:26][CH:25]=1)[CH:18]([OH:22])[C:19](O)=[O:20])=[O:15])[C:2]1[CH:7]=[CH:6][CH:5]=[CH:4][CH:3]=1.Cl.[CH2:31]([O:33][NH2:34])[CH3:32].CN(C(ON1N=NC2C=CC=NC1=2)=[N+](C)C)C.F[P-](F)(F)(F)(F)F.CCN(C(C)C)C(C)C, predict the reaction product. The product is: [CH2:1]([N:8]1[C:12](=[O:13])[CH2:11][CH2:10][C@@H:9]1[C:14]([NH:16][CH:17]([CH:18]([OH:22])[C:19]([NH:34][O:33][CH2:31][CH3:32])=[O:20])[CH2:23][C:24]1[CH:25]=[CH:26][CH:27]=[CH:28][CH:29]=1)=[O:15])[C:2]1[CH:3]=[CH:4][CH:5]=[CH:6][CH:7]=1.